Dataset: TCR-epitope binding with 47,182 pairs between 192 epitopes and 23,139 TCRs. Task: Binary Classification. Given a T-cell receptor sequence (or CDR3 region) and an epitope sequence, predict whether binding occurs between them. (1) The epitope is GILGFVFTL. The TCR CDR3 sequence is CAWSFLDVTAGTEAFF. Result: 1 (the TCR binds to the epitope). (2) The epitope is GTSGSPIVNR. The TCR CDR3 sequence is CASSLGGQTYEQYF. Result: 1 (the TCR binds to the epitope). (3) The epitope is ILHCANFNV. The TCR CDR3 sequence is CASSFLAGVETQYF. Result: 0 (the TCR does not bind to the epitope). (4) The epitope is AIMTRCLAV. The TCR CDR3 sequence is CASSPMGTETQYF. Result: 1 (the TCR binds to the epitope). (5) The epitope is GTSGSPIINR. The TCR CDR3 sequence is CASSRGGGTFSYNEQFF. Result: 0 (the TCR does not bind to the epitope). (6) The epitope is ALLADKFPV. The TCR CDR3 sequence is CASSPDRLQTQYF. Result: 0 (the TCR does not bind to the epitope).